From a dataset of Forward reaction prediction with 1.9M reactions from USPTO patents (1976-2016). Predict the product of the given reaction. Given the reactants [C:1]([NH:4][C:5]1[CH:10]=[CH:9][C:8](B(O)O)=[CH:7][CH:6]=1)(=[O:3])[CH3:2].[NH2:14][C:15]1[N:16]=[C:17]([N:26]2[CH2:31][CH2:30][N:29]([C:32](=[O:42])[CH2:33][O:34][C:35]3[CH:40]=[CH:39][C:38]([Cl:41])=[CH:37][CH:36]=3)[CH2:28][CH2:27]2)[C:18]2[N:24]=[C:23](Cl)[CH:22]=[CH:21][C:19]=2[N:20]=1, predict the reaction product. The product is: [NH2:14][C:15]1[N:16]=[C:17]([N:26]2[CH2:27][CH2:28][N:29]([C:32](=[O:42])[CH2:33][O:34][C:35]3[CH:40]=[CH:39][C:38]([Cl:41])=[CH:37][CH:36]=3)[CH2:30][CH2:31]2)[C:18]2[N:24]=[C:23]([C:8]3[CH:9]=[CH:10][C:5]([NH:4][C:1](=[O:3])[CH3:2])=[CH:6][CH:7]=3)[CH:22]=[CH:21][C:19]=2[N:20]=1.